From a dataset of Peptide-MHC class II binding affinity with 134,281 pairs from IEDB. Regression. Given a peptide amino acid sequence and an MHC pseudo amino acid sequence, predict their binding affinity value. This is MHC class II binding data. The peptide sequence is KSHLYIKGGNASFMI. The MHC is DRB1_0101 with pseudo-sequence DRB1_0101. The binding affinity (normalized) is 0.833.